The task is: Predict the reactants needed to synthesize the given product.. This data is from Full USPTO retrosynthesis dataset with 1.9M reactions from patents (1976-2016). The reactants are: Cl[C:2](Cl)([O:4]C(=O)OC(Cl)(Cl)Cl)Cl.[NH2:13][C:14]1[CH:15]=[C:16]([C@H:20]([N:27]([CH3:45])[C:28](=[O:44])[CH:29]([C:37]2[CH:42]=[CH:41][C:40]([Cl:43])=[CH:39][CH:38]=2)[C:30]2[CH:35]=[CH:34][C:33]([Cl:36])=[CH:32][CH:31]=2)[CH2:21][N:22]2[CH2:26][CH2:25][CH2:24][CH2:23]2)[CH:17]=[CH:18][CH:19]=1.C(N(CC)CC)C.ClC(Cl)C.[CH3:57][O:58][CH2:59][CH2:60][O:61][CH2:62][CH2:63][O:64][CH2:65][CH2:66][O:67][CH2:68][CH2:69][O:70][CH2:71][CH2:72][NH2:73]. Given the product [Cl:36][C:33]1[CH:34]=[CH:35][C:30]([CH:29]([C:37]2[CH:42]=[CH:41][C:40]([Cl:43])=[CH:39][CH:38]=2)[C:28]([N:27]([CH3:45])[C@@H:20]([C:16]2[CH:17]=[CH:18][CH:19]=[C:14]([NH:13][C:2](=[O:4])[NH:73][CH2:72][CH2:71][O:70][CH2:69][CH2:68][O:67][CH2:66][CH2:65][O:64][CH2:63][CH2:62][O:61][CH2:60][CH2:59][O:58][CH3:57])[CH:15]=2)[CH2:21][N:22]2[CH2:23][CH2:24][CH2:25][CH2:26]2)=[O:44])=[CH:31][CH:32]=1, predict the reactants needed to synthesize it.